Task: Predict the product of the given reaction.. Dataset: Forward reaction prediction with 1.9M reactions from USPTO patents (1976-2016) (1) Given the reactants [F:1][C:2]1[CH:3]=[C:4]2[C:9](=[CH:10][CH:11]=1)[N:8]=[CH:7][CH:6]=[C:5]2[O:12][CH:13]1[CH2:18][CH2:17][N:16]([CH:19]([CH:25]([CH3:27])[CH3:26])[C:20]([O:22]CC)=[O:21])[CH2:15][CH2:14]1.Cl, predict the reaction product. The product is: [F:1][C:2]1[CH:3]=[C:4]2[C:9](=[CH:10][CH:11]=1)[N:8]=[CH:7][CH:6]=[C:5]2[O:12][CH:13]1[CH2:18][CH2:17][N:16]([CH:19]([CH:25]([CH3:27])[CH3:26])[C:20]([OH:22])=[O:21])[CH2:15][CH2:14]1. (2) The product is: [CH3:38][N:31]1[CH:28]([C:32]2[CH:37]=[CH:36][CH:35]=[CH:34][CH:33]=2)[CH2:29][N:30]=[C:1]1[C:3]1[N:4]=[C:5]([CH:8]2[CH2:13][CH2:12][N:11]([C:14](=[O:26])[CH2:15][N:16]3[C:20]([CH3:21])=[CH:19][C:18]([C:22]([F:25])([F:24])[F:23])=[N:17]3)[CH2:10][CH2:9]2)[S:6][CH:7]=1. Given the reactants [CH:1]([C:3]1[N:4]=[C:5]([CH:8]2[CH2:13][CH2:12][N:11]([C:14](=[O:26])[CH2:15][N:16]3[C:20]([CH3:21])=[CH:19][C:18]([C:22]([F:25])([F:24])[F:23])=[N:17]3)[CH2:10][CH2:9]2)[S:6][CH:7]=1)=O.C[C:28]([C:32]1[CH:37]=[CH:36][CH:35]=[CH:34][CH:33]=1)([NH2:31])[CH2:29][NH2:30].[C:38](=O)([O-])[O-].[K+].[K+].II, predict the reaction product. (3) Given the reactants Br[C:2]1[CH:3]=[C:4]([C:8]2[CH:13]=[C:12]([C:14]3[CH:19]=[CH:18][C:17]([Cl:20])=[CH:16][CH:15]=3)[CH:11]=[C:10]([CH3:21])[N:9]=2)[CH:5]=[CH:6][CH:7]=1.[NH2:22][C:23]1[N:28]=[CH:27][C:26](B2OC(C)(C)C(C)(C)O2)=[CH:25][N:24]=1, predict the reaction product. The product is: [Cl:20][C:17]1[CH:18]=[CH:19][C:14]([C:12]2[CH:11]=[C:10]([CH3:21])[N:9]=[C:8]([C:4]3[CH:3]=[C:2]([C:26]4[CH:25]=[N:24][C:23]([NH2:22])=[N:28][CH:27]=4)[CH:7]=[CH:6][CH:5]=3)[CH:13]=2)=[CH:15][CH:16]=1. (4) Given the reactants [F:1][C:2]1[CH:8]=[CH:7][C:6]([CH2:9][C:10]2[NH:11][C:12]([C:25]3[CH:30]=[CH:29][CH:28]=[C:27]([CH3:31])[N:26]=3)=[C:13]([C:15]3[CH:16]=[C:17]4[C:22](=[CH:23][CH:24]=3)[N:21]=[CH:20][CH:19]=[CH:18]4)[N:14]=2)=[CH:5][C:3]=1[NH2:4].Br[CH2:33][CH2:34][OH:35].C(N(CC)C(C)C)(C)C, predict the reaction product. The product is: [F:1][C:2]1[CH:8]=[CH:7][C:6]([CH2:9][C:10]2[NH:11][C:12]([C:25]3[CH:30]=[CH:29][CH:28]=[C:27]([CH3:31])[N:26]=3)=[C:13]([C:15]3[CH:16]=[C:17]4[C:22](=[CH:23][CH:24]=3)[N:21]=[CH:20][CH:19]=[CH:18]4)[N:14]=2)=[CH:5][C:3]=1[NH:4][CH2:33][CH2:34][OH:35]. (5) Given the reactants [F:1][C:2]1[CH:3]=[C:4]([CH:11]=[CH:12][CH:13]=1)[C:5](N(OC)C)=[O:6].[CH:14]([Mg]Br)=C, predict the reaction product. The product is: [F:1][C:2]1[CH:3]=[C:4]([C:5](=[O:6])[CH3:14])[CH:11]=[CH:12][CH:13]=1. (6) The product is: [C:1]1([CH3:33])[CH:6]=[CH:5][C:4]([N:7]([CH:15]2[CH2:20][CH2:19][N:18]([CH2:21][CH2:22][C:23]3([CH2:29][C:30]([N:34]([CH2:35][C:36]([O:38][C:39]([CH3:42])([CH3:41])[CH3:40])=[O:37])[CH2:43][C:44]([O:46][C:47]([CH3:49])([CH3:50])[CH3:48])=[O:45])=[O:31])[CH2:24][CH2:25][CH2:26][CH2:27][CH2:28]3)[CH2:17][CH2:16]2)[C:8]([C:10]2[O:11][CH:12]=[CH:13][CH:14]=2)=[O:9])=[CH:3][CH:2]=1. Given the reactants [C:1]1([CH3:33])[CH:6]=[CH:5][C:4]([N:7]([CH:15]2[CH2:20][CH2:19][N:18]([CH2:21][CH2:22][C:23]3([CH2:29][C:30](O)=[O:31])[CH2:28][CH2:27][CH2:26][CH2:25][CH2:24]3)[CH2:17][CH2:16]2)[C:8]([C:10]2[O:11][CH:12]=[CH:13][CH:14]=2)=[O:9])=[CH:3][CH:2]=1.[NH:34]([CH2:43][C:44]([O:46][C:47]([CH3:50])([CH3:49])[CH3:48])=[O:45])[CH2:35][C:36]([O:38][C:39]([CH3:42])([CH3:41])[CH3:40])=[O:37].C(N(CC)C(C)C)(C)C.F[B-](F)(F)F.BrC1C=CC=C[N+]=1CC, predict the reaction product. (7) Given the reactants [CH2:1]([N:8]1[CH2:14][CH:13]2[C:15](=[O:16])[CH:10]([CH2:11][CH2:12]2)[CH2:9]1)[C:2]1[CH:7]=[CH:6][CH:5]=[CH:4][CH:3]=1.[BH4-].[Na+], predict the reaction product. The product is: [CH2:1]([N:8]1[CH2:14][CH:13]2[CH:15]([OH:16])[CH:10]([CH2:11][CH2:12]2)[CH2:9]1)[C:2]1[CH:3]=[CH:4][CH:5]=[CH:6][CH:7]=1. (8) Given the reactants [CH3:1][O:2][CH2:3][C@@H:4]([N:8]1[C:14](=[O:15])[CH2:13][CH2:12][N:11]([C:16]2[CH:21]=[CH:20][CH:19]=[C:18]([C:22]([F:25])([F:24])[F:23])[CH:17]=2)[CH2:10][CH2:9]1)[CH2:5][CH:6]=O.Cl.[CH3:27][C@@H:28]1[CH2:33][NH:32][CH2:31][C@@H:30]([OH:34])[CH2:29]1, predict the reaction product. The product is: [OH:34][C@H:30]1[CH2:29][C@H:28]([CH3:27])[CH2:33][N:32]([CH2:6][CH2:5][C@H:4]([N:8]2[C:14](=[O:15])[CH2:13][CH2:12][N:11]([C:16]3[CH:21]=[CH:20][CH:19]=[C:18]([C:22]([F:25])([F:23])[F:24])[CH:17]=3)[CH2:10][CH2:9]2)[CH2:3][O:2][CH3:1])[CH2:31]1.